Dataset: Forward reaction prediction with 1.9M reactions from USPTO patents (1976-2016). Task: Predict the product of the given reaction. (1) The product is: [CH3:11][N:12]([CH3:13])[CH2:9][C:2]1([CH3:1])[CH2:7][CH:6]2[CH2:8][CH:3]1[CH:4]=[CH:5]2. Given the reactants [CH3:1][C:2]1([CH:9]=O)[CH2:7][CH:6]2[CH2:8][CH:3]1[CH:4]=[CH:5]2.[CH3:11][NH:12][CH3:13].[OH-].[K+], predict the reaction product. (2) Given the reactants [F:1][C:2]1[C:7]([S:8]([CH3:11])(=[O:10])=[O:9])=[CH:6][CH:5]=[C:4](F)[C:3]=1[C:13]([N:15]1[CH2:20][CH2:19][N:18]([C:21]2[CH:26]=[CH:25][C:24]([S:27]([CH3:30])(=[O:29])=[O:28])=[CH:23][C:22]=2[F:31])[CH2:17][CH2:16]1)=[O:14].[CH:32]1([O-:37])[CH2:36][CH2:35][CH2:34][CH2:33]1.[Na+], predict the reaction product. The product is: [CH:32]1([O:37][C:4]2[C:3]([C:13]([N:15]3[CH2:16][CH2:17][N:18]([C:21]4[CH:26]=[CH:25][C:24]([S:27]([CH3:30])(=[O:29])=[O:28])=[CH:23][C:22]=4[F:31])[CH2:19][CH2:20]3)=[O:14])=[C:2]([F:1])[C:7]([S:8]([CH3:11])(=[O:10])=[O:9])=[CH:6][CH:5]=2)[CH2:36][CH2:35][CH2:34][CH2:33]1. (3) Given the reactants [CH:1]1([NH:5][CH2:6][C:7]2[CH:12]=[CH:11][C:10]([N:13]3[CH2:18][CH2:17][N:16]([C:19](=[O:21])[CH3:20])[CH2:15][CH2:14]3)=[CH:9][C:8]=2[F:22])[CH2:4][CH2:3][CH2:2]1.C(N(CC)C(C)C)(C)C.[Cl:32][C:33]1[CH:34]=[C:35]([S:40](Cl)(=[O:42])=[O:41])[CH:36]=[C:37]([Cl:39])[CH:38]=1, predict the reaction product. The product is: [C:19]([N:16]1[CH2:15][CH2:14][N:13]([C:10]2[CH:11]=[CH:12][C:7]([CH2:6][N:5]([CH:1]3[CH2:2][CH2:3][CH2:4]3)[S:40]([C:35]3[CH:34]=[C:33]([Cl:32])[CH:38]=[C:37]([Cl:39])[CH:36]=3)(=[O:42])=[O:41])=[C:8]([F:22])[CH:9]=2)[CH2:18][CH2:17]1)(=[O:21])[CH3:20].